This data is from Catalyst prediction with 721,799 reactions and 888 catalyst types from USPTO. The task is: Predict which catalyst facilitates the given reaction. Reactant: [CH2:1]([NH:4][C:5](=[O:38])[NH:6][C:7]1[N:12]=[CH:11][C:10]([C:13]2[C:14]([O:22][CH:23]3[CH2:28][CH2:27][O:26][CH2:25][CH2:24]3)=[N:15][CH:16]=[C:17]([C:19]([OH:21])=O)[CH:18]=2)=[C:9]([C:29]2[S:30][CH:31]=[C:32]([C:34]([F:37])([F:36])[F:35])[N:33]=2)[CH:8]=1)[CH2:2][CH3:3].[C:39](O)(=O)[CH3:40].[NH2:43][NH2:44]. Product: [CH3:40][C:39]1[O:21][C:19]([C:17]2[CH:18]=[C:13]([C:10]3[CH:11]=[N:12][C:7]([NH:6][C:5]([NH:4][CH2:1][CH2:2][CH3:3])=[O:38])=[CH:8][C:9]=3[C:29]3[S:30][CH:31]=[C:32]([C:34]([F:36])([F:35])[F:37])[N:33]=3)[C:14]([O:22][CH:23]3[CH2:24][CH2:25][O:26][CH2:27][CH2:28]3)=[N:15][CH:16]=2)=[N:44][N:43]=1. The catalyst class is: 286.